This data is from Forward reaction prediction with 1.9M reactions from USPTO patents (1976-2016). The task is: Predict the product of the given reaction. Given the reactants [Si:1]([O:8][CH2:9][C@@:10]([C:13]1[N:14]=[N:15][N:16]([CH:18]([F:20])[F:19])[N:17]=1)([NH2:12])[CH3:11])([C:4]([CH3:7])([CH3:6])[CH3:5])([CH3:3])[CH3:2].C(N(CC)CC)C.ClCCCl.Cl.[F:33][C:34]1[CH:54]=[CH:53][CH:52]=[C:51]([F:55])[C:35]=1[CH2:36][O:37][C:38]1[C:39]2[N:40]([C:44]([C:48](Cl)=[O:49])=[C:45]([CH3:47])[N:46]=2)[CH:41]=[CH:42][CH:43]=1, predict the reaction product. The product is: [C:4]([Si:1]([CH3:2])([CH3:3])[O:8][CH2:9][C@:10]([NH:12][C:48]([C:44]1[N:40]2[CH:41]=[CH:42][CH:43]=[C:38]([O:37][CH2:36][C:35]3[C:34]([F:33])=[CH:54][CH:53]=[CH:52][C:51]=3[F:55])[C:39]2=[N:46][C:45]=1[CH3:47])=[O:49])([C:13]1[N:14]=[N:15][N:16]([CH:18]([F:20])[F:19])[N:17]=1)[CH3:11])([CH3:5])([CH3:6])[CH3:7].